Dataset: Full USPTO retrosynthesis dataset with 1.9M reactions from patents (1976-2016). Task: Predict the reactants needed to synthesize the given product. (1) The reactants are: [CH2:1]([O:3][C:4](=[O:26])[CH:5]([N:9]([CH:23]1[CH2:25][CH2:24]1)[C:10](=O)[C:11]1[CH:16]=[CH:15][C:14]([O:17][C:18]([F:21])([F:20])[F:19])=[CH:13][CH:12]=1)[C:6](=O)[CH3:7])[CH3:2].FC(F)(F)C([O-])=O.[NH4+:34]. Given the product [CH2:1]([O:3][C:4]([C:5]1[N:9]([CH:23]2[CH2:25][CH2:24]2)[C:10]([C:11]2[CH:16]=[CH:15][C:14]([O:17][C:18]([F:21])([F:20])[F:19])=[CH:13][CH:12]=2)=[N:34][C:6]=1[CH3:7])=[O:26])[CH3:2], predict the reactants needed to synthesize it. (2) Given the product [NH2:36][C:22]1[N:21]=[C:20]([NH:19][C:16]2[CH:15]=[CH:14][C:13]([CH2:12][O:11][C:9](=[O:10])[CH2:8][C@H:7]([NH2:37])[C:6]([OH:45])=[O:5])=[CH:18][CH:17]=2)[CH:25]=[C:24]([C:26]2[CH:31]=[C:30]([Cl:32])[CH:29]=[CH:28][C:27]=2[O:33][CH2:34][CH3:35])[N:23]=1, predict the reactants needed to synthesize it. The reactants are: C([O:5][C:6](=[O:45])[C@@H:7]([NH:37]C(OC(C)(C)C)=O)[CH2:8][C:9]([O:11][CH2:12][C:13]1[CH:18]=[CH:17][C:16]([NH:19][C:20]2[CH:25]=[C:24]([C:26]3[CH:31]=[C:30]([Cl:32])[CH:29]=[CH:28][C:27]=3[O:33][CH2:34][CH3:35])[N:23]=[C:22]([NH2:36])[N:21]=2)=[CH:15][CH:14]=1)=[O:10])(C)(C)C.Cl. (3) Given the product [Cl:12][C:13]1[CH:21]=[C:20]([N+:22]([O-:24])=[O:23])[CH:19]=[CH:18][C:14]=1[C:15]1[O:1][N:2]=[C:3]([C:5]2[C:10]([CH3:11])=[CH:9][CH:8]=[CH:7][N:6]=2)[N:4]=1, predict the reactants needed to synthesize it. The reactants are: [OH:1][NH:2][C:3]([C:5]1[C:10]([CH3:11])=[CH:9][CH:8]=[CH:7][N:6]=1)=[NH:4].[Cl:12][C:13]1[CH:21]=[C:20]([N+:22]([O-:24])=[O:23])[CH:19]=[CH:18][C:14]=1[C:15](O)=O. (4) Given the product [CH3:42][N:43]([CH3:48])[CH2:44][C:45]([N:14]1[CH2:15][CH2:16][CH:11]([C:9]2[CH:10]=[C:5]([O:4][CH:1]([CH3:3])[CH3:2])[C:6]([NH:18][C:19]3[N:24]=[C:23]4[NH:25][N:26]=[CH:27][C:22]4=[C:21]([NH:28][C:29]4[CH:34]=[CH:33][CH:32]=[CH:31][C:30]=4[S:35]([CH:38]([CH3:40])[CH3:39])(=[O:36])=[O:37])[N:20]=3)=[CH:7][C:8]=2[CH3:17])[CH2:12][CH2:13]1)=[O:46], predict the reactants needed to synthesize it. The reactants are: [CH:1]([O:4][C:5]1[CH:10]=[C:9]([CH:11]2[CH2:16][CH2:15][NH:14][CH2:13][CH2:12]2)[C:8]([CH3:17])=[CH:7][C:6]=1[NH:18][C:19]1[N:24]=[C:23]2[NH:25][N:26]=[CH:27][C:22]2=[C:21]([NH:28][C:29]2[CH:34]=[CH:33][CH:32]=[CH:31][C:30]=2[S:35]([CH:38]([CH3:40])[CH3:39])(=[O:37])=[O:36])[N:20]=1)([CH3:3])[CH3:2].Cl.[CH3:42][N:43]([CH3:48])[CH2:44][C:45](Cl)=[O:46].C(N(CC)CC)C. (5) Given the product [C:3]([O:7][C:8]([N:10]1[CH2:14][C@H:13]([F:15])[CH2:12][C@@H:11]1[C@@H:16]([O:36][Si:37]([C:40]([CH3:43])([CH3:42])[CH3:41])([CH3:39])[CH3:38])[C@@H:17]([C:18]([N:20]=[N+:69]=[N-:70])=[O:19])[CH2:29][C:30]1[CH:35]=[CH:34][CH:33]=[CH:32][CH:31]=1)=[O:9])([CH3:6])([CH3:5])[CH3:4], predict the reactants needed to synthesize it. The reactants are: OO.[C:3]([O:7][C:8]([N:10]1[CH2:14][C@H:13]([F:15])[CH2:12][C@@H:11]1[C@@H:16]([O:36][Si:37]([C:40]([CH3:43])([CH3:42])[CH3:41])([CH3:39])[CH3:38])[C@H:17]([CH2:29][C:30]1[CH:35]=[CH:34][CH:33]=[CH:32][CH:31]=1)[C:18]([N:20]1[C@@H](C(C)C)COC1=O)=[O:19])=[O:9])([CH3:6])([CH3:5])[CH3:4].[OH-].[Li+].C(N(C(C)C)CC)(C)C.C1(P([N:69]=[N+:70]=[N-])(C2C=CC=CC=2)=O)C=CC=CC=1. (6) Given the product [C:1]([N:4]([C:33]1[CH:38]=[CH:37][C:36]([Cl:39])=[CH:35][CH:34]=1)[C@H:5]1[C:14]2[C:13](=[CH:12][CH:11]=[CH:10][CH:9]=2)[N:8]([C:15]([C:17]2[CH:22]=[CH:21][C:20]([N:23]3[CH2:28][CH2:27][CH2:26][CH:25]([C:53]([NH2:51])=[O:57])[CH2:24]3)=[CH:19][CH:18]=2)=[O:16])[C@@H:7]([CH3:32])[CH2:6]1)(=[O:3])[CH3:2], predict the reactants needed to synthesize it. The reactants are: [C:1]([N:4]([C:33]1[CH:38]=[CH:37][C:36]([Cl:39])=[CH:35][CH:34]=1)[C@H:5]1[C:14]2[C:9](=[CH:10][CH:11]=[CH:12][CH:13]=2)[N:8]([C:15]([C:17]2[CH:22]=[CH:21][C:20]([N:23]3[CH2:28][CH2:27][CH2:26][CH:25](C(O)=O)[CH2:24]3)=[CH:19][CH:18]=2)=[O:16])[C@@H:7]([CH3:32])[CH2:6]1)(=[O:3])[CH3:2].C1C=CC2N(O)N=NC=2C=1.C[N:51]([C:53]([O:57]N1N=NC2C=CC=NC1=2)=[N+](C)C)C.F[P-](F)(F)(F)(F)F.C(N(C(C)C)CC)(C)C.[Cl-].[NH4+]. (7) Given the product [OH:15][C:13]1[C:12]([C:16](=[O:29])[NH:17][CH2:18][C:19]2[C:28]3[C:23](=[CH:24][CH:25]=[CH:26][CH:27]=3)[CH:22]=[CH:21][CH:20]=2)=[CH:11][N:10]=[C:9]([C:7]([NH:6][CH2:5][C:4]([OH:30])=[O:3])=[O:8])[N:14]=1, predict the reactants needed to synthesize it. The reactants are: C([O:3][C:4](=[O:30])[CH2:5][NH:6][C:7]([C:9]1[N:14]=[C:13]([OH:15])[C:12]([C:16](=[O:29])[NH:17][CH2:18][C:19]2[C:28]3[C:23](=[CH:24][CH:25]=[CH:26][CH:27]=3)[CH:22]=[CH:21][CH:20]=2)=[CH:11][N:10]=1)=[O:8])C. (8) The reactants are: C(OC([NH:8][C@@H:9]([CH2:15][CH2:16][C:17](=O)[CH2:18][CH3:19])[C:10]([O:12][CH2:13][CH3:14])=[O:11])=O)(C)(C)C.FC(F)(F)C(O)=O. Given the product [CH2:18]([C:17]1[CH2:16][CH2:15][C@@H:9]([C:10]([O:12][CH2:13][CH3:14])=[O:11])[N:8]=1)[CH3:19], predict the reactants needed to synthesize it. (9) Given the product [CH2:1]([N:8]1[C:13]([CH3:15])([CH3:14])[CH2:12][N:11]([CH2:16][C:18]2[CH:23]=[C:22]([C:24]3[CH:29]=[CH:28][C:27]([O:30][CH2:31][O:53][CH3:52])=[CH:26][CH:25]=3)[N:21]=[C:20]3[N:34]([CH:38]4[CH2:43][CH2:42][CH2:41][CH2:40][O:39]4)[N:35]=[C:36]([CH3:37])[C:19]=23)[C:10]([CH3:45])([CH3:44])[CH2:9]1)[C:2]1[CH:7]=[CH:6][CH:5]=[CH:4][CH:3]=1, predict the reactants needed to synthesize it. The reactants are: [CH2:1]([N:8]1[C:13]([CH3:15])([CH3:14])[CH2:12][N:11]([C:16]([C:18]2[CH:23]=[C:22]([C:24]3[CH:29]=[CH:28][C:27]([O:30][CH3:31])=[CH:26][C:25]=3OC)[N:21]=[C:20]3[N:34]([CH:38]4[CH2:43][CH2:42][CH2:41][CH2:40][O:39]4)[N:35]=[C:36]([CH3:37])[C:19]=23)=O)[C:10]([CH3:45])([CH3:44])[CH2:9]1)[C:2]1[CH:7]=[CH:6][CH:5]=[CH:4][CH:3]=1.B.CSC.C1C[O:53][CH2:52]C1.